Dataset: Reaction yield outcomes from USPTO patents with 853,638 reactions. Task: Predict the reaction yield, written as a fraction of the theoretical maximum amount of product (1.0 means a 100% yield; for example, 0.34 means a 34% yield). The reactants are [C:1]([C:5]1[CH:6]=[C:7]([C:15]2[CH:23]=[CH:22][CH:21]=[C:20]3[C:16]=2[CH:17]=[CH:18][CH2:19]3)[CH:8]=[C:9]([C:11]([CH3:14])([CH3:13])[CH3:12])[CH:10]=1)([CH3:4])([CH3:3])[CH3:2].CS(C)=O.[Br:28]N1C(=O)CCC1=O.C1(C)C=CC(S(O)(=O)=O)=CC=1. The catalyst is O. The product is [Br:28][C:18]1[CH2:19][C:20]2[C:16]([CH:17]=1)=[C:15]([C:7]1[CH:8]=[C:9]([C:11]([CH3:14])([CH3:13])[CH3:12])[CH:10]=[C:5]([C:1]([CH3:2])([CH3:3])[CH3:4])[CH:6]=1)[CH:23]=[CH:22][CH:21]=2. The yield is 0.660.